This data is from Full USPTO retrosynthesis dataset with 1.9M reactions from patents (1976-2016). The task is: Predict the reactants needed to synthesize the given product. (1) Given the product [CH2:23]([N:11]([CH2:10][C:6]1[CH:5]=[C:4]([CH:9]=[CH:8][CH:7]=1)[C:3]([OH:30])=[O:2])[C:12]([NH:14][C:15]1[CH:20]=[CH:19][C:18]([C:21]#[N:22])=[CH:17][CH:16]=1)=[O:13])[C:24]1[CH:25]=[CH:26][CH:27]=[CH:28][CH:29]=1, predict the reactants needed to synthesize it. The reactants are: C[O:2][C:3](=[O:30])[C:4]1[CH:9]=[CH:8][CH:7]=[C:6]([CH2:10][N:11]([CH2:23][C:24]2[CH:29]=[CH:28][CH:27]=[CH:26][CH:25]=2)[C:12]([NH:14][C:15]2[CH:20]=[CH:19][C:18]([C:21]#[N:22])=[CH:17][CH:16]=2)=[O:13])[CH:5]=1.[OH-].[Na+]. (2) Given the product [CH:35]([C:32]1[CH:33]=[CH:34][C:29]([CH2:28][N:12]([CH2:11][CH2:10][CH2:9][CH2:8][NH:7][C:6](=[O:42])[O:5][C:1]([CH3:2])([CH3:4])[CH3:3])[C:13]([NH:15][C@H:16]([C:18]2[C:27]3[C:22](=[CH:23][CH:24]=[CH:25][CH:26]=3)[CH:21]=[CH:20][CH:19]=2)[CH3:17])=[O:14])=[CH:30][CH:31]=1)=[O:36], predict the reactants needed to synthesize it. The reactants are: [C:1]([O:5][C:6](=[O:42])[NH:7][CH2:8][CH2:9][CH2:10][CH2:11][N:12]([CH2:28][C:29]1[CH:34]=[CH:33][C:32]([CH:35](OCC)[O:36]CC)=[CH:31][CH:30]=1)[C:13]([NH:15][C@H:16]([C:18]1[C:27]2[C:22](=[CH:23][CH:24]=[CH:25][CH:26]=2)[CH:21]=[CH:20][CH:19]=1)[CH3:17])=[O:14])([CH3:4])([CH3:3])[CH3:2]. (3) Given the product [Br:16][C:8]1[S:9][C:10]([CH2:11][OH:12])=[C:6]([CH2:4][OH:3])[N:7]=1, predict the reactants needed to synthesize it. The reactants are: C([O:3][C:4]([C:6]1[N:7]=[C:8]([Br:16])[S:9][C:10]=1[C:11](OCC)=[O:12])=O)C.CC(C[AlH]CC(C)C)C.CO.[C@H](O)(C([O-])=O)[C@@H](O)C([O-])=O.[Na+].[K+]. (4) Given the product [CH:1]1([CH2:20][C:16](=[O:18])[CH3:12])[CH2:7][CH2:6][CH2:5][CH2:4][CH2:3][CH2:2]1, predict the reactants needed to synthesize it. The reactants are: [C:1]1(=O)[CH2:7][CH2:6][CH2:5][CH2:4][CH2:3][CH2:2]1.ClC1C=CC=[C:12]([C:16]([O:18]O)=O)C=1.[CH:20](Cl)(Cl)Cl.